Dataset: Forward reaction prediction with 1.9M reactions from USPTO patents (1976-2016). Task: Predict the product of the given reaction. (1) The product is: [Cl:5][C:6]1[C:7]([C:28]#[N:29])=[C:8]([C:17]2[CH:18]=[CH:19][C:20]([C:23]([N:25]([CH3:27])[CH3:26])=[O:24])=[N:21][CH:22]=2)[C:9]([O:15][CH3:16])=[C:10]([CH:12]([Cl:31])[CH3:13])[CH:11]=1. Given the reactants S(Cl)(Cl)=O.[Cl:5][C:6]1[C:7]([C:28]#[N:29])=[C:8]([C:17]2[CH:18]=[CH:19][C:20]([C:23]([N:25]([CH3:27])[CH3:26])=[O:24])=[N:21][CH:22]=2)[C:9]([O:15][CH3:16])=[C:10]([CH:12](O)[CH3:13])[CH:11]=1.C(Cl)[Cl:31], predict the reaction product. (2) Given the reactants [CH3:1][C:2]1[CH:7]=[CH:6][N:5]=[C:4]([NH:8][C:9]([C:11]2[N:12]([CH:30]([CH3:32])[CH3:31])[CH:13]=[C:14]([C:23]3[CH:28]=[CH:27][C:26]([F:29])=[CH:25][CH:24]=3)[C:15]=2[C:16]2[CH:21]=[CH:20][C:19]([F:22])=[CH:18][CH:17]=2)=[O:10])[N:3]=1.[CH3:33][O:34]C(Cl)Cl, predict the reaction product. The product is: [CH3:1][C:2]1[CH:7]=[CH:6][N:5]=[C:4]([NH:8][C:9]([C:11]2[N:12]([CH:30]([CH3:32])[CH3:31])[C:13]([CH:33]=[O:34])=[C:14]([C:23]3[CH:24]=[CH:25][C:26]([F:29])=[CH:27][CH:28]=3)[C:15]=2[C:16]2[CH:17]=[CH:18][C:19]([F:22])=[CH:20][CH:21]=2)=[O:10])[N:3]=1. (3) Given the reactants F[C:2]1[C:7]([C:8]#[N:9])=[C:6]([C:10]2[CH:15]=[CH:14][CH:13]=[CH:12][N:11]=2)[C:5]([O:16][CH3:17])=[C:4]([O:18][CH3:19])[CH:3]=1.[CH3:20][S:21]([NH:24][C:25]1[CH:34]=[CH:33][CH:32]=[C:31]2[C:26]=1[CH2:27][CH2:28][N:29]([C:35](=[NH:37])[NH2:36])[CH2:30]2)(=[O:23])=[O:22].C([O-])([O-])=O.[Cs+].[Cs+].CS(C)=O, predict the reaction product. The product is: [NH2:9][C:8]1[C:7]2[C:2](=[CH:3][C:4]([O:18][CH3:19])=[C:5]([O:16][CH3:17])[C:6]=2[C:10]2[CH:15]=[CH:14][CH:13]=[CH:12][N:11]=2)[N:37]=[C:35]([N:29]2[CH2:28][CH2:27][C:26]3[C:31](=[CH:32][CH:33]=[CH:34][C:25]=3[NH:24][S:21]([CH3:20])(=[O:23])=[O:22])[CH2:30]2)[N:36]=1. (4) Given the reactants [CH2:1]([N:8]1[CH:12]=[C:11]([C:13]([NH:15][C:16]2[C:24]3[C:19](=[N:20][CH:21]=[C:22]([O:39]C(=O)C(C)(C)C)[C:23]=3[N:25]3[CH2:30][CH2:29][CH2:28][C@@H:27]([NH:31][C:32]([O:34][C:35]([CH3:38])([CH3:37])[CH3:36])=[O:33])[CH2:26]3)[NH:18][CH:17]=2)=[O:14])[CH:10]=[N:9]1)[C:2]1[CH:7]=[CH:6][CH:5]=[CH:4][CH:3]=1.[OH-].[Na+], predict the reaction product. The product is: [C:35]([O:34][C:32](=[O:33])[NH:31][C@@H:27]1[CH2:28][CH2:29][CH2:30][N:25]([C:23]2[C:22]([OH:39])=[CH:21][N:20]=[C:19]3[NH:18][CH:17]=[C:16]([NH:15][C:13]([C:11]4[CH:10]=[N:9][N:8]([CH2:1][C:2]5[CH:3]=[CH:4][CH:5]=[CH:6][CH:7]=5)[CH:12]=4)=[O:14])[C:24]=23)[CH2:26]1)([CH3:38])([CH3:36])[CH3:37]. (5) Given the reactants [Cl:1][C:2]1[N:10]=[C:9]2[C:5]([N:6]=[CH:7][N:8]2[CH2:11][CH3:12])=[C:4]([N:13]2[CH2:18][CH2:17][O:16][CH2:15][CH2:14]2)[N:3]=1.CN(CCN(C)C)C.C([Li])CCC.CN([CH:35]=[O:36])C, predict the reaction product. The product is: [Cl:1][C:2]1[N:10]=[C:9]2[C:5]([N:6]=[C:7]([CH:35]=[O:36])[N:8]2[CH2:11][CH3:12])=[C:4]([N:13]2[CH2:14][CH2:15][O:16][CH2:17][CH2:18]2)[N:3]=1. (6) Given the reactants [CH3:1][N:2]1[CH2:11][CH2:10][C:9]2([C:12]3[CH:17]=[CH:16][CH:15]=[C:14]([O:18][CH3:19])[CH:13]=3)[C:4]([CH3:22])([CH2:5][CH2:6][C:7](=[N:20]O)[CH2:8]2)[CH2:3]1.CCCCCC.[H][H], predict the reaction product. The product is: [CH3:1][N:2]1[CH2:11][CH2:10][C:9]2([C:12]3[CH:17]=[CH:16][CH:15]=[C:14]([O:18][CH3:19])[CH:13]=3)[C:4]([CH3:22])([CH2:5][CH2:6][CH:7]([NH2:20])[CH2:8]2)[CH2:3]1. (7) Given the reactants [CH3:1][O:2][C:3]([C:5]1([CH2:18][NH2:19])[NH:10][CH2:9][CH2:8][N:7](C(OC(C)(C)C)=O)[CH2:6]1)=[O:4].Cl[C:21](Cl)([O:23]C(=O)OC(Cl)(Cl)Cl)Cl, predict the reaction product. The product is: [O:23]=[C:21]1[N:10]2[CH2:9][CH2:8][NH:7][CH2:6][C:5]2([C:3]([O:2][CH3:1])=[O:4])[CH2:18][NH:19]1.